Dataset: NCI-60 drug combinations with 297,098 pairs across 59 cell lines. Task: Regression. Given two drug SMILES strings and cell line genomic features, predict the synergy score measuring deviation from expected non-interaction effect. Drug 1: CS(=O)(=O)C1=CC(=C(C=C1)C(=O)NC2=CC(=C(C=C2)Cl)C3=CC=CC=N3)Cl. Drug 2: COC1=C2C(=CC3=C1OC=C3)C=CC(=O)O2. Cell line: MALME-3M. Synergy scores: CSS=2.80, Synergy_ZIP=0.905, Synergy_Bliss=2.01, Synergy_Loewe=-0.342, Synergy_HSA=-0.895.